From a dataset of Forward reaction prediction with 1.9M reactions from USPTO patents (1976-2016). Predict the product of the given reaction. (1) Given the reactants [F:1][C:2]1[CH:7]=[CH:6][C:5]([C:8]2[C:12](/[CH:13]=[CH:14]/[C:15]3[CH:16]=[C:17]([C:21]([OH:23])=O)[N:18]([CH3:20])[N:19]=3)=[C:11]([CH3:24])[O:10][N:9]=2)=[CH:4][CH:3]=1.[OH:25][C:26]([CH3:30])([CH3:29])[CH2:27][NH2:28], predict the reaction product. The product is: [OH:25][C:26]([CH3:30])([CH3:29])[CH2:27][NH:28][C:21]([C:17]1[N:18]([CH3:20])[N:19]=[C:15](/[CH:14]=[CH:13]/[C:12]2[C:8]([C:5]3[CH:4]=[CH:3][C:2]([F:1])=[CH:7][CH:6]=3)=[N:9][O:10][C:11]=2[CH3:24])[CH:16]=1)=[O:23]. (2) The product is: [F:11][C:12]1[CH:13]=[C:14]([CH:17]=[CH:18][CH:19]=1)[CH2:15][O:10][C:7]1[CH:6]=[CH:5][C:4]([CH2:3][OH:2])=[N:9][CH:8]=1. Given the reactants Cl.[OH:2][CH2:3][C:4]1[N:9]=[CH:8][C:7]([OH:10])=[CH:6][CH:5]=1.[F:11][C:12]1[CH:13]=[C:14]([CH:17]=[CH:18][CH:19]=1)[CH2:15]Br.C(=O)([O-])[O-].[K+].[K+].CC(=O)CC, predict the reaction product. (3) Given the reactants [CH3:1][N:2]1[CH:6]=[C:5]([C:7]([OH:9])=O)[CH:4]=[N:3]1.CCN(CC)CC.Cl.[F:18][CH2:19][CH2:20][NH:21][CH3:22], predict the reaction product. The product is: [F:18][CH2:19][CH2:20][N:21]([CH3:22])[C:7]([C:5]1[CH:4]=[N:3][N:2]([CH3:1])[CH:6]=1)=[O:9]. (4) Given the reactants C([O:9][CH2:10][C:11]1[CH:16]=[C:15]([CH2:17][NH:18][C:19]2[CH:20]=[C:21]([C:26]3[CH:31]=[CH:30][C:29]([C:32](=[O:35])[CH2:33][CH3:34])=[CH:28][C:27]=3[CH3:36])[C:22]([CH3:25])=[CH:23][CH:24]=2)[CH:14]=[CH:13][C:12]=1[CH2:37][O:38]C(=O)C1C=CC=CC=1)(=O)C1C=CC=CC=1, predict the reaction product. The product is: [OH:9][CH2:10][C:11]1[CH:16]=[C:15]([CH:14]=[CH:13][C:12]=1[CH2:37][OH:38])[CH2:17][NH:18][C:19]1[CH:24]=[CH:23][C:22]([CH3:25])=[C:21]([C:26]2[CH:31]=[CH:30][C:29]([C:32](=[O:35])[CH2:33][CH3:34])=[CH:28][C:27]=2[CH3:36])[CH:20]=1. (5) Given the reactants [OH:1][C@@H:2]1[CH2:26][CH2:25][C@@:24]2([CH3:27])[C@H:4]([CH2:5][CH2:6][C@@H:7]3[C:23]2=[CH:22][C:21](=[O:28])[C@@:20]2([CH3:29])[C@H:8]3[CH2:9][CH2:10][C@@H:11]2[C@H:12]([CH3:19])[CH2:13][CH2:14][C:15]([O:17][CH3:18])=[O:16])[CH2:3]1.[CH3:30][CH2:31][O:32]C(C)=O, predict the reaction product. The product is: [C:31]([O:1][C@@H:2]1[CH2:26][CH2:25][C@@:24]2([CH3:27])[C@H:4]([CH2:5][CH2:6][C@@H:7]3[C@@H:23]2[CH2:22][C:21](=[O:28])[C@@:20]2([CH3:29])[C@H:8]3[CH2:9][CH2:10][C@@H:11]2[C@H:12]([CH3:19])[CH2:13][CH2:14][C:15]([O:17][CH3:18])=[O:16])[CH2:3]1)(=[O:32])[CH3:30]. (6) Given the reactants [C:1]([C:9]1[CH:17]=[CH:16][C:12]([C:13]([OH:15])=[O:14])=[CH:11][CH:10]=1)(=O)[C:2]1[CH:7]=[CH:6][CH:5]=[CH:4][CH:3]=1.C([SiH](CC)CC)C, predict the reaction product. The product is: [CH2:1]([C:9]1[CH:10]=[CH:11][C:12]([C:13]([OH:15])=[O:14])=[CH:16][CH:17]=1)[C:2]1[CH:3]=[CH:4][CH:5]=[CH:6][CH:7]=1. (7) Given the reactants [CH:1]1([C:6]2[O:10][N:9]=[C:8]([C:11]3[C:16]([Cl:17])=[CH:15][CH:14]=[CH:13][C:12]=3[Cl:18])[C:7]=2[C:19](OCC)=[O:20])[CH2:5][CH2:4][CH2:3][CH2:2]1.[H-].C([Al+]CC(C)C)C(C)C.C1(C)C=CC=CC=1.[C@H](O)(C([O-])=O)[C@@H](O)C([O-])=O.[Na+].[K+], predict the reaction product. The product is: [CH:1]1([C:6]2[O:10][N:9]=[C:8]([C:11]3[C:16]([Cl:17])=[CH:15][CH:14]=[CH:13][C:12]=3[Cl:18])[C:7]=2[CH2:19][OH:20])[CH2:2][CH2:3][CH2:4][CH2:5]1.